From a dataset of Full USPTO retrosynthesis dataset with 1.9M reactions from patents (1976-2016). Predict the reactants needed to synthesize the given product. (1) Given the product [C:14]([O:13][C:11]([NH:18][C@@H:19]([CH2:23][CH:24]=[CH2:25])[C:20]([O:22][CH3:27])=[O:21])=[O:12])([CH3:15])([CH3:16])[CH3:17], predict the reactants needed to synthesize it. The reactants are: [OH-].[Na+].[C:11](O[C:11]([O:13][C:14]([CH3:17])([CH3:16])[CH3:15])=[O:12])([O:13][C:14]([CH3:17])([CH3:16])[CH3:15])=[O:12].[NH2:18][C@@H:19]([CH2:23][CH:24]=[CH2:25])[C:20]([OH:22])=[O:21].O[C:27]1C2N=NNC=2C=CC=1.Cl.CN(C)CCCN=C=NCC. (2) Given the product [Cl:1][C:2]1[C:10]([Cl:11])=[C:9]([Cl:12])[CH:8]=[CH:7][C:3]=1[C:4]([CH2:30][C:29]([O:28][CH2:26][CH3:27])=[O:34])=[O:6], predict the reactants needed to synthesize it. The reactants are: [Cl:1][C:2]1[C:10]([Cl:11])=[C:9]([Cl:12])[CH:8]=[CH:7][C:3]=1[C:4]([OH:6])=O.C(N1C=CN=C1)(N1C=CN=C1)=O.[K+].[CH2:26]([O:28][C:29](=[O:34])[CH2:30]C([O-])=O)[CH3:27].C(N(CC)CC)C.[Cl-].[Mg+2].[Cl-].C(O)(=O)CC(CC(O)=O)(C(O)=O)O. (3) Given the product [Br:1][C:2]1[N:3]2[CH:9]=[N:8][CH:7]=[C:4]2[S:5][CH:6]=1, predict the reactants needed to synthesize it. The reactants are: [Br:1][C:2]1[N:3]=[C:4]([CH2:7][NH:8][CH:9]=O)[S:5][CH:6]=1.P(Cl)(Cl)(Cl)=O.[OH-].[Na+]. (4) Given the product [CH3:26][CH:27]1[N:31]([C:2]2[CH:3]=[CH:4][C:5]([C:9]([N:11]3[CH2:16][CH2:15][N:14]([C:17]4[C:22]([CH3:23])=[CH:21][C:20]([CH3:24])=[C:19]([CH3:25])[N:18]=4)[CH2:13][CH2:12]3)=[O:10])=[C:6]([CH3:8])[N:7]=2)[C:30](=[O:32])[CH2:29][CH2:28]1, predict the reactants needed to synthesize it. The reactants are: Br[C:2]1[N:7]=[C:6]([CH3:8])[C:5]([C:9]([N:11]2[CH2:16][CH2:15][N:14]([C:17]3[C:22]([CH3:23])=[CH:21][C:20]([CH3:24])=[C:19]([CH3:25])[N:18]=3)[CH2:13][CH2:12]2)=[O:10])=[CH:4][CH:3]=1.[CH3:26][CH:27]1[NH:31][C:30](=[O:32])[CH2:29][CH2:28]1. (5) Given the product [NH2:1][C:2]1[CH:7]=[CH:6][C:5]([NH:14][S:23]([C:22]([F:35])([F:34])[F:21])(=[O:25])=[O:24])=[CH:4][C:3]=1[N+:9]([O-:11])=[O:10], predict the reactants needed to synthesize it. The reactants are: [NH2:1][C:2]1[CH:7]=[C:6](N)[CH:5]=[CH:4][C:3]=1[N+:9]([O-:11])=[O:10].CC[N:14](C(C)C)C(C)C.[F:21][C:22]([F:35])([F:34])[S:23](O[S:23]([C:22]([F:35])([F:34])[F:21])(=[O:25])=[O:24])(=[O:25])=[O:24]. (6) Given the product [OH-:9].[Sn+4:5].[In+3:2].[OH-:9].[OH-:9].[OH-:9].[OH-:9].[OH-:9].[OH-:9], predict the reactants needed to synthesize it. The reactants are: [Cl-].[In+3:2].[Cl-].[Cl-].[Sn:5](Cl)Cl.N.[OH2:9]. (7) Given the product [Br:1][C:2]1[C:7]([O:8][CH3:9])=[CH:6][C:5]([C:10]2[N:11]=[C:12]([C:21](=[O:37])[CH:22]([O:35][CH3:36])[C:23]3[CH:24]=[CH:25][C:26]([N:29]4[CH2:30][CH2:31][O:32][CH2:33][CH2:34]4)=[CH:27][CH:28]=3)[O:13][C:14]=2[CH3:15])=[CH:4][C:3]=1[O:16][CH3:17], predict the reactants needed to synthesize it. The reactants are: [Br:1][C:2]1[C:7]([O:8][CH3:9])=[CH:6][C:5]([C:10]2[N:11]=[CH:12][O:13][C:14]=2[CH3:15])=[CH:4][C:3]=1[O:16][CH3:17].CON(C)[C:21](=[O:37])[CH:22]([O:35][CH3:36])[C:23]1[CH:28]=[CH:27][C:26]([N:29]2[CH2:34][CH2:33][O:32][CH2:31][CH2:30]2)=[CH:25][CH:24]=1. (8) Given the product [F:27][C:28]1[CH:29]=[CH:30][C:31]([CH2:32][N:33]2[CH2:37][C@@H:36]([CH3:38])[N:35]([C:39]3[S:40][C:41]([C:45]([OH:47])=[O:46])=[C:42]([CH3:44])[N:43]=3)[C:34]2=[O:50])=[CH:51][CH:52]=1, predict the reactants needed to synthesize it. The reactants are: FC1C=CC(CN2[C@@H](C)CN(C3SC(C(OCC)=O)=C(C)N=3)C2=O)=CC=1.[F:27][C:28]1[CH:52]=[CH:51][C:31]([CH2:32][N:33]2[CH2:37][C@@H:36]([CH3:38])[N:35]([C:39]3[S:40][C:41]([C:45]([O:47]CC)=[O:46])=[C:42]([CH3:44])[N:43]=3)[C:34]2=[O:50])=[CH:30][CH:29]=1. (9) Given the product [F:22][C:21]([F:23])([F:24])[C:19]1[CH:20]=[C:15]([NH:14][C:13]([C:7]2[CH:8]=[C:9]([OH:12])[CH:10]=[CH:11][C:6]=2[CH:5]=[C:4]([C:30]#[N:31])[C:3]([OH:32])=[O:2])=[O:29])[CH:16]=[C:17]([C:25]([F:27])([F:28])[F:26])[CH:18]=1, predict the reactants needed to synthesize it. The reactants are: C[O:2][C:3](=[O:32])[C:4]([C:30]#[N:31])=[CH:5][C:6]1[CH:11]=[CH:10][C:9]([OH:12])=[CH:8][C:7]=1[C:13](=[O:29])[NH:14][C:15]1[CH:20]=[C:19]([C:21]([F:24])([F:23])[F:22])[CH:18]=[C:17]([C:25]([F:28])([F:27])[F:26])[CH:16]=1.[OH-].[Na+].Cl. (10) Given the product [NH2:1][CH:2]1[CH2:7][CH2:6][N:5]([CH2:8][CH:9]2[N:19]3[C:20]4[C:11](=[C:12]([O:24][CH3:23])[CH:13]=[N:14][C:15]=4[CH:16]=[CH:17][C:18]3=[O:21])[CH2:10]2)[CH2:4][CH2:3]1, predict the reactants needed to synthesize it. The reactants are: [NH2:1][CH:2]1[CH2:7][CH2:6][N:5]([CH2:8][CH:9]2[N:19]3[C:20]4[C:11](=[C:12](F)[CH:13]=[N:14][C:15]=4[CH:16]=[CH:17][C:18]3=[O:21])[CH2:10]2)[CH2:4][CH2:3]1.[CH3:23][O-:24].[Na+].[Cl-].[NH4+].